Dataset: Reaction yield outcomes from USPTO patents with 853,638 reactions. Task: Predict the reaction yield, written as a fraction of the theoretical maximum amount of product (1.0 means a 100% yield; for example, 0.34 means a 34% yield). (1) The reactants are [Cl-].[Al+3].[Cl-].[Cl-].[Cl:5][CH2:6][CH2:7][CH2:8][C:9](Cl)=[O:10].[C:12]([C:14]1[CH:15]=[C:16]2[C:20](=[CH:21][CH:22]=1)[NH:19][CH:18]=[CH:17]2)#[N:13]. The catalyst is ClCCl. The product is [Cl:5][CH2:6][CH2:7][CH2:8][C:9]([C:17]1[C:16]2[C:20](=[CH:21][CH:22]=[C:14]([C:12]#[N:13])[CH:15]=2)[NH:19][CH:18]=1)=[O:10]. The yield is 0.748. (2) The product is [Br:1][C:2]1[CH:3]=[CH:4][C:5]([O:6][CH2:7][CH2:8][CH2:9][N:10]2[CH2:11][CH2:12][NH:13][CH2:14][CH2:15]2)=[CH:23][CH:24]=1. The yield is 1.00. The reactants are [Br:1][C:2]1[CH:24]=[CH:23][C:5]([O:6][CH2:7][CH2:8][CH2:9][N:10]2[CH2:15][CH2:14][N:13](C(OC(C)(C)C)=O)[CH2:12][CH2:11]2)=[CH:4][CH:3]=1.Cl.C(OCC)(=O)C. The catalyst is C(OCC)(=O)C. (3) The product is [Cl:1][C:2]1[CH:3]=[C:4]([NH:9][C:10]2[C:11]3[C:18](=[CH:35][C:23]4[NH:24][C:25]([C:27]([N:29]5[CH2:30][CH2:31][O:32][CH2:33][CH2:34]5)=[O:28])=[CH:26][C:22]=4[CH3:21])[C:17](=[O:19])[N:16]([CH3:20])[C:12]=3[N:13]=[CH:14][N:15]=2)[CH:5]=[CH:6][C:7]=1[F:8]. The catalyst is N1CCCCC1.C(O)C.O. The yield is 0.740. The reactants are [Cl:1][C:2]1[CH:3]=[C:4]([NH:9][C:10]2[C:11]3[CH2:18][C:17](=[O:19])[N:16]([CH3:20])[C:12]=3[N:13]=[CH:14][N:15]=2)[CH:5]=[CH:6][C:7]=1[F:8].[CH3:21][C:22]1[CH:26]=[C:25]([C:27]([N:29]2[CH2:34][CH2:33][O:32][CH2:31][CH2:30]2)=[O:28])[NH:24][C:23]=1[CH:35]=O.